Task: Predict the reaction yield, written as a fraction of the theoretical maximum amount of product (1.0 means a 100% yield; for example, 0.34 means a 34% yield).. Dataset: Reaction yield outcomes from USPTO patents with 853,638 reactions (1) The reactants are [F:1][C:2]([F:7])([F:6])[C:3]([NH2:5])=O.COC1C=CC(P2(SP(C3C=CC(OC)=CC=3)(=S)S2)=[S:17])=CC=1.Br[CH2:31][C:32](=O)[C:33]([O:35][CH2:36][CH3:37])=[O:34]. The catalyst is C1COCC1. The product is [F:1][C:2]([F:7])([F:6])[C:3]1[S:17][CH:31]=[C:32]([C:33]([O:35][CH2:36][CH3:37])=[O:34])[N:5]=1. The yield is 0.210. (2) The reactants are [NH:1]1[CH2:5][CH2:4][CH2:3][CH2:2]1.Cl[Si:7]([CH3:10])([CH3:9])[CH3:8]. The catalyst is C(OCC)C. The product is [CH3:8][Si:7]([CH3:10])([CH3:9])[N:1]1[CH2:5][CH2:4][CH2:3][CH2:2]1. The yield is 0.730. (3) The catalyst is ClCCl. The product is [CH:1]1([CH2:7][CH2:8][C:9]([Cl:14])=[O:11])[CH2:6][CH2:5][CH2:4][CH2:3][CH2:2]1. The reactants are [CH:1]1([CH2:7][CH2:8][C:9]([OH:11])=O)[CH2:6][CH2:5][CH2:4][CH2:3][CH2:2]1.S(Cl)([Cl:14])=O. The yield is 1.00. (4) The reactants are C(O[C:5](=[O:7])[CH3:6])(=O)C.Cl.[NH2:9][CH2:10][C:11]1[CH:12]=[C:13]([B:17]([OH:19])[OH:18])[CH:14]=[CH:15][CH:16]=1.CCN(C(C)C)C(C)C. The catalyst is C(Cl)Cl. The product is [C:5]([NH:9][CH2:10][C:11]1[CH:12]=[C:13]([B:17]([OH:19])[OH:18])[CH:14]=[CH:15][CH:16]=1)(=[O:7])[CH3:6]. The yield is 0.230. (5) The reactants are Cl[C:2]1[CH:7]=[CH:6][C:5]([CH:8]([C:22]2[CH:27]=[CH:26][CH:25]=[CH:24][CH:23]=2)[NH:9][C:10](=[O:21])[CH2:11][C:12]2[CH:17]=[CH:16][C:15]([O:18]C)=[C:14]([CH3:20])[CH:13]=2)=[C:4]([CH3:28])[CH:3]=1.B(Br)(Br)Br.[CH2:33](Cl)Cl. No catalyst specified. The product is [CH3:28][C:4]1[CH:3]=[C:2]([CH3:33])[CH:7]=[CH:6][C:5]=1[CH:8]([C:22]1[CH:23]=[CH:24][CH:25]=[CH:26][CH:27]=1)[NH:9][C:10](=[O:21])[CH2:11][C:12]1[CH:17]=[CH:16][C:15]([OH:18])=[C:14]([CH3:20])[CH:13]=1. The yield is 0.850. (6) The reactants are [Br:1][C:2]1[CH:29]=[CH:28][C:5]([CH2:6][C:7]2[S:8][C:9]([CH3:27])=[C:10]([CH3:26])[C:11]=2[C:12]([C:14]2[CH:19]=[CH:18][C:17]([OH:20])=[C:16]([CH:21]3[CH2:25][CH2:24][CH2:23][CH2:22]3)[CH:15]=2)=[O:13])=[CH:4][CH:3]=1.[H-].[Na+].[CH3:32][N:33]1[CH:37]=[C:36]([S:38](Cl)(=[O:40])=[O:39])[CH:35]=[N:34]1. No catalyst specified. The product is [Br:1][C:2]1[CH:29]=[CH:28][C:5]([CH2:6][C:7]2[S:8][C:9]([CH3:27])=[C:10]([CH3:26])[C:11]=2[C:12]([C:14]2[CH:19]=[CH:18][C:17]([O:20][S:38]([C:36]3[CH:35]=[N:34][N:33]([CH3:32])[CH:37]=3)(=[O:40])=[O:39])=[C:16]([CH:21]3[CH2:25][CH2:24][CH2:23][CH2:22]3)[CH:15]=2)=[O:13])=[CH:4][CH:3]=1. The yield is 0.550. (7) The reactants are [OH:1][C@@H:2]1[C@H:7]([NH:8][C:9](=[O:15])[O:10][C:11]([CH3:14])([CH3:13])[CH3:12])[CH:6]=[C:5]([C:16]2[CH:21]=[CH:20][N:19]=[CH:18][C:17]=2[N+:22]([O-:24])=[O:23])[CH2:4][C@@H:3]1[CH3:25].I[CH2:27][CH3:28]. The catalyst is C1COCC1.[Ag]=O. The product is [CH2:27]([O:1][C@@H:2]1[C@H:7]([NH:8][C:9](=[O:15])[O:10][C:11]([CH3:12])([CH3:13])[CH3:14])[CH:6]=[C:5]([C:16]2[CH:21]=[CH:20][N:19]=[CH:18][C:17]=2[N+:22]([O-:24])=[O:23])[CH2:4][C@@H:3]1[CH3:25])[CH3:28]. The yield is 0.310.